From a dataset of Full USPTO retrosynthesis dataset with 1.9M reactions from patents (1976-2016). Predict the reactants needed to synthesize the given product. Given the product [O:49]=[C:29]1[CH:30]=[C:31]([NH:34][C:35](=[O:48])[CH2:36][C:37]2[CH:42]=[CH:41][CH:40]=[C:39]([O:43][C:44]([F:47])([F:45])[F:46])[CH:38]=2)[CH:32]=[CH:33][N:28]1[CH2:27][CH2:26][CH2:25][CH2:24][N:21]1[CH:16]=[C:15]([C:14]([O:18][CH2:19][CH3:20])=[O:17])[N:23]=[N:22]1, predict the reactants needed to synthesize it. The reactants are: CC(O)=O.CCN(C(C)C)C(C)C.[C:14]([O:18][CH2:19][CH3:20])(=[O:17])[C:15]#[CH:16].[N:21]([CH2:24][CH2:25][CH2:26][CH2:27][N:28]1[CH:33]=[CH:32][C:31]([NH:34][C:35](=[O:48])[CH2:36][C:37]2[CH:42]=[CH:41][CH:40]=[C:39]([O:43][C:44]([F:47])([F:46])[F:45])[CH:38]=2)=[CH:30][C:29]1=[O:49])=[N+:22]=[N-:23].